This data is from Catalyst prediction with 721,799 reactions and 888 catalyst types from USPTO. The task is: Predict which catalyst facilitates the given reaction. (1) Reactant: [H-].C([Al+]CC(C)C)C(C)C.C([O:13][C:14]([CH:16]1[CH2:25][CH2:24][C:19]2([O:23][CH2:22][CH2:21][O:20]2)[CH2:18][CH2:17]1)=O)C. Product: [O:20]1[C:19]2([CH2:24][CH2:25][CH:16]([CH:14]=[O:13])[CH2:17][CH2:18]2)[O:23][CH2:22][CH2:21]1. The catalyst class is: 11. (2) Reactant: Br[C:2]1[C:11]2[C:6](=[CH:7][C:8]([Br:12])=[CH:9][CH:10]=2)[CH:5]=[C:4]([C:13]([OH:15])=[O:14])[C:3]=1[OH:16].C(O)(=O)C.[Sn].Cl. Product: [Br:12][C:8]1[CH:7]=[C:6]2[C:11]([CH:2]=[C:3]([OH:16])[C:4]([C:13]([OH:15])=[O:14])=[CH:5]2)=[CH:10][CH:9]=1. The catalyst class is: 6. (3) Reactant: [NH:1]1[C:9]2[C:4](=[CH:5][C:6]([NH:10][C:11](=O)[CH2:12][NH:13][CH2:14][C:15]3[CH:20]=[CH:19][CH:18]=[CH:17][CH:16]=3)=[CH:7][CH:8]=2)[CH:3]=[N:2]1.Cl.C(=O)([O-])O.[Na+]. Product: [CH2:14]([NH:13][CH2:12][CH2:11][NH:10][C:6]1[CH:5]=[C:4]2[C:9](=[CH:8][CH:7]=1)[NH:1][N:2]=[CH:3]2)[C:15]1[CH:16]=[CH:17][CH:18]=[CH:19][CH:20]=1. The catalyst class is: 7.